This data is from Catalyst prediction with 721,799 reactions and 888 catalyst types from USPTO. The task is: Predict which catalyst facilitates the given reaction. (1) Reactant: [F:1][C:2]([F:11])([F:10])[C:3]1[N:8]=[CH:7][C:6]([NH2:9])=[CH:5][CH:4]=1.[F:12][C:13]1[CH:20]=[C:19]([O:21][CH3:22])[CH:18]=[C:17]([F:23])[C:14]=1[CH:15]=O. Product: [F:12][C:13]1[CH:20]=[C:19]([O:21][CH3:22])[CH:18]=[C:17]([F:23])[C:14]=1[CH:15]=[N:9][C:6]1[CH:7]=[N:8][C:3]([C:2]([F:1])([F:10])[F:11])=[CH:4][CH:5]=1. The catalyst class is: 11. (2) Reactant: [OH:1][CH:2]([C:13]1[CH:18]=[CH:17][N:16]=[CH:15][CH:14]=1)[C:3]1[CH:8]=[CH:7][CH:6]=[C:5]([O:9][CH3:10])[C:4]=1[O:11][CH3:12]. Product: [OH:1][CH:2]([CH:13]1[CH2:14][CH2:15][NH:16][CH2:17][CH2:18]1)[C:3]1[CH:8]=[CH:7][CH:6]=[C:5]([O:9][CH3:10])[C:4]=1[O:11][CH3:12]. The catalyst class is: 847. (3) Reactant: [OH:1][C:2]([C:5]1[N:9]2[CH:10]=[CH:11][C:12]([C:14]#[N:15])=[CH:13][C:8]2=[N:7][C:6]=1[C:16]([F:19])([F:18])[F:17])([CH3:4])[CH3:3].[C:20]1(O)[CH:25]=[CH:24][CH:23]=[CH:22][CH:21]=1.C1(P(=O)(C2C=CC=CC=2)C2C=CC=CC=2)C=CC=CC=1.N(C(OCC)=O)=NC(OCC)=O. Product: [O:1]([C:2]([C:5]1[N:9]2[CH:10]=[CH:11][C:12]([C:14]#[N:15])=[CH:13][C:8]2=[N:7][C:6]=1[C:16]([F:18])([F:19])[F:17])([CH3:4])[CH3:3])[C:20]1[CH:25]=[CH:24][CH:23]=[CH:22][CH:21]=1. The catalyst class is: 1. (4) Reactant: Cl[C:2]1[C:3](=[O:22])[O:4][C:5]([CH2:14][CH2:15][C:16]2[CH2:21][CH2:20][CH2:19][CH2:18][CH:17]=2)([CH:9]2[CH2:13][CH2:12][CH2:11][CH2:10]2)[CH2:6][C:7]=1[OH:8].[N:23]1[CH:28]=[CH:27][C:26]([C:29]2[NH:30][C:31]([SH:34])=[N:32][N:33]=2)=[CH:25][CH:24]=1.C(N(CC)CC)C. Product: [C:16]1([CH2:15][CH2:14][C:5]2([CH:9]3[CH2:13][CH2:12][CH2:11][CH2:10]3)[O:4][C:3](=[O:22])[C:2]([S:34][C:31]3[NH:30][C:29]([C:26]4[CH:27]=[CH:28][N:23]=[CH:24][CH:25]=4)=[N:33][N:32]=3)=[C:7]([OH:8])[CH2:6]2)[CH2:21][CH2:20][CH2:19][CH2:18][CH:17]=1. The catalyst class is: 3. (5) Reactant: [O:1]1[CH2:6][CH2:5][CH:4]([N:7]2[CH2:12][CH2:11][CH:10]([NH:13][C:14]3[C:15]([NH2:26])=[CH:16][CH:17]=[C:18]([O:20][CH2:21][C:22]([F:25])([F:24])[F:23])[CH:19]=3)[CH2:9][CH2:8]2)[CH2:3][CH2:2]1.C(N(CC)C(C)C)(C)C.[Cl:36][C:37](OCC)=[O:38]. Product: [ClH:36].[O:1]1[CH2:6][CH2:5][CH:4]([N:7]2[CH2:8][CH2:9][CH:10]([N:13]3[C:14]4[CH:19]=[C:18]([O:20][CH2:21][C:22]([F:24])([F:23])[F:25])[CH:17]=[CH:16][C:15]=4[NH:26][C:37]3=[O:38])[CH2:11][CH2:12]2)[CH2:3][CH2:2]1. The catalyst class is: 7.